This data is from Catalyst prediction with 721,799 reactions and 888 catalyst types from USPTO. The task is: Predict which catalyst facilitates the given reaction. (1) Reactant: Cl[C:2]1[CH:3]=[C:4]([CH:25]=[CH:26][N:27]=1)[C:5]([NH:7][C:8]1[S:9][C:10]2[C:16]([N:17]3[CH2:22][CH2:21][O:20][CH2:19][CH2:18]3)=[CH:15][CH:14]=[C:13]([O:23][CH3:24])[C:11]=2[N:12]=1)=[O:6].[H-].[Na+].[OH:30][CH2:31][CH2:32][N:33]1[CH2:37][CH2:36][CH2:35][C:34]1=[O:38]. The catalyst class is: 12. Product: [CH3:24][O:23][C:13]1[C:11]2[N:12]=[C:8]([NH:7][C:5](=[O:6])[C:4]3[CH:25]=[CH:26][N:27]=[C:2]([O:30][CH2:31][CH2:32][N:33]4[CH2:37][CH2:36][CH2:35][C:34]4=[O:38])[CH:3]=3)[S:9][C:10]=2[C:16]([N:17]2[CH2:22][CH2:21][O:20][CH2:19][CH2:18]2)=[CH:15][CH:14]=1. (2) The catalyst class is: 69. Reactant: [CH3:1][C:2]1[N:3]=[CH:4][NH:5][CH:6]=1.C(=O)([O-])[O-].[K+].[K+].CN(C=O)C.[F:18][C:19]1[CH:20]=[C:21]([CH:24]=[CH:25][C:26]=1F)[CH:22]=[O:23]. Product: [F:18][C:19]1[CH:20]=[C:21]([CH:24]=[CH:25][C:26]=1[N:5]1[CH:6]=[C:2]([CH3:1])[N:3]=[CH:4]1)[CH:22]=[O:23]. (3) Reactant: [CH2:1]([O:8][C:9]([NH:11][CH2:12][CH2:13][B-](F)(F)F)=[O:10])[C:2]1[CH:7]=[CH:6][CH:5]=[CH:4][CH:3]=1.[K+].C(=O)([O-])[O-].[Cs+].[Cs+].FC(F)(F)S(O[C:31]1[CH:40]=[CH:39][C:38]2[CH2:37][CH2:36][CH:35]([NH:41][C:42]([O:44][CH2:45][CH3:46])=[O:43])[CH:34]([CH2:47][C:48]3[CH:53]=[CH:52][CH:51]=[C:50]([Cl:54])[CH:49]=3)[C:33]=2[CH:32]=1)(=O)=O. Product: [CH2:45]([O:44][C:42](=[O:43])[NH:41][CH:35]1[CH2:36][CH2:37][C:38]2[C:33](=[CH:32][C:31]([CH2:13][CH2:12][NH:11][C:9]([O:8][CH2:1][C:2]3[CH:7]=[CH:6][CH:5]=[CH:4][CH:3]=3)=[O:10])=[CH:40][CH:39]=2)[CH:34]1[CH2:47][C:48]1[CH:53]=[CH:52][CH:51]=[C:50]([Cl:54])[CH:49]=1)[CH3:46]. The catalyst class is: 874. (4) Reactant: [O:1]=[C:2]1[C:11]2[C:6](=[CH:7][CH:8]=[CH:9][CH:10]=2)[NH:5][CH:4]=[C:3]1[C:12]([O:14]CC)=[O:13].[OH-].[Na+]. Product: [O:1]=[C:2]1[C:11]2[C:6](=[CH:7][CH:8]=[CH:9][CH:10]=2)[NH:5][CH:4]=[C:3]1[C:12]([OH:14])=[O:13]. The catalyst class is: 8. (5) Reactant: CS([CH:5]1[CH2:10][CH2:9][C:8](=O)[CH2:7][CH2:6]1)(=O)=O.[CH3:12][O:13][C:14]1[CH:21]=[CH:20][C:17]([CH2:18][NH2:19])=[CH:16][CH:15]=1.CC(C)(O)[C:24]#[N:25].C(N(CC)CC)C. Product: [CH3:12][O:13][C:14]1[CH:21]=[CH:20][C:17]([CH2:18][N:19]2[CH:8]3[CH2:9][CH2:10][C:5]2([C:24]#[N:25])[CH2:6][CH2:7]3)=[CH:16][CH:15]=1. The catalyst class is: 5. (6) Reactant: [CH3:1][C:2]1([CH3:38])[CH2:6][C:5]2[CH:7]=[C:8]([C:11]3[C:16](=[O:17])[N:15]([CH2:18][C:19]4[CH:24]=[CH:23][C:22]([C:25]5[C:26]([C:31]#[N:32])=[CH:27][CH:28]=[CH:29][CH:30]=5)=[CH:21][CH:20]=4)[C:14]([CH2:33][CH2:34][CH3:35])=[N:13][C:12]=3[CH2:36][CH3:37])[CH:9]=[CH:10][C:4]=2[O:3]1.Cl.[NH2:40]O.[C:42](=[O:45])([O-])[OH:43].[Na+]. Product: [CH3:38][C:2]1([CH3:1])[CH2:6][C:5]2[CH:7]=[C:8]([C:11]3[C:16](=[O:17])[N:15]([CH2:18][C:19]4[CH:24]=[CH:23][C:22]([C:25]5[CH:30]=[CH:29][CH:28]=[CH:27][C:26]=5[C:31]5[NH:40][C:42](=[O:45])[O:43][N:32]=5)=[CH:21][CH:20]=4)[C:14]([CH2:33][CH2:34][CH3:35])=[N:13][C:12]=3[CH2:36][CH3:37])[CH:9]=[CH:10][C:4]=2[O:3]1. The catalyst class is: 148. (7) Reactant: [OH:1][C:2]1[CH:7]=[CH:6][C:5]([CH2:8][CH2:9][C:10]([OH:12])=[O:11])=[CH:4][CH:3]=1.[C:13]([O-])([O-])=O.[K+].[K+].CI. Product: [OH:1][C:2]1[CH:3]=[CH:4][C:5]([CH2:8][CH2:9][C:10]([O:12][CH3:13])=[O:11])=[CH:6][CH:7]=1. The catalyst class is: 3. (8) Reactant: C1(C[O:8][C:9]2[NH:13][C:12](=[O:14])[O:11][N:10]=2)C=CC=CC=1.I[CH3:16].[Cl:17][C:18]1[CH:23]=[CH:22][C:21]([N:24]([CH:28]([CH3:30])[CH3:29])[C:25](Cl)=[O:26])=[CH:20][CH:19]=1. Product: [Cl:17][C:18]1[CH:23]=[CH:22][C:21]([N:24]([CH:28]([CH3:30])[CH3:29])[C:25]([N:10]2[C:9](=[O:8])[N:13]([CH3:16])[C:12](=[O:14])[O:11]2)=[O:26])=[CH:20][CH:19]=1. The catalyst class is: 10.